From a dataset of NCI-60 drug combinations with 297,098 pairs across 59 cell lines. Regression. Given two drug SMILES strings and cell line genomic features, predict the synergy score measuring deviation from expected non-interaction effect. (1) Drug 1: C1=NC2=C(N1)C(=S)N=C(N2)N. Drug 2: CCC1(CC2CC(C3=C(CCN(C2)C1)C4=CC=CC=C4N3)(C5=C(C=C6C(=C5)C78CCN9C7C(C=CC9)(C(C(C8N6C=O)(C(=O)OC)O)OC(=O)C)CC)OC)C(=O)OC)O.OS(=O)(=O)O. Cell line: IGROV1. Synergy scores: CSS=32.2, Synergy_ZIP=-2.37, Synergy_Bliss=2.15, Synergy_Loewe=3.15, Synergy_HSA=3.87. (2) Cell line: HCC-2998. Synergy scores: CSS=34.4, Synergy_ZIP=-9.97, Synergy_Bliss=-10.7, Synergy_Loewe=-5.76, Synergy_HSA=-0.725. Drug 1: C1=CN(C(=O)N=C1N)C2C(C(C(O2)CO)O)O.Cl. Drug 2: C1CN1C2=NC(=NC(=N2)N3CC3)N4CC4. (3) Drug 1: C1=CC=C(C=C1)NC(=O)CCCCCCC(=O)NO. Drug 2: CC(C)(C1=NC(=CC=C1)N2C3=NC(=NC=C3C(=O)N2CC=C)NC4=CC=C(C=C4)N5CCN(CC5)C)O. Cell line: NCIH23. Synergy scores: CSS=87.5, Synergy_ZIP=7.60, Synergy_Bliss=6.93, Synergy_Loewe=2.51, Synergy_HSA=9.35. (4) Drug 1: C1C(C(OC1N2C=NC3=C(N=C(N=C32)Cl)N)CO)O. Drug 2: CC1C(C(CC(O1)OC2CC(CC3=C2C(=C4C(=C3O)C(=O)C5=C(C4=O)C(=CC=C5)OC)O)(C(=O)CO)O)N)O.Cl. Cell line: SK-OV-3. Synergy scores: CSS=29.2, Synergy_ZIP=-2.15, Synergy_Bliss=2.54, Synergy_Loewe=-1.18, Synergy_HSA=1.94. (5) Drug 1: C1=CC(=CC=C1C#N)C(C2=CC=C(C=C2)C#N)N3C=NC=N3. Drug 2: CCC1(C2=C(COC1=O)C(=O)N3CC4=CC5=C(C=CC(=C5CN(C)C)O)N=C4C3=C2)O.Cl. Cell line: T-47D. Synergy scores: CSS=32.0, Synergy_ZIP=0.463, Synergy_Bliss=-3.89, Synergy_Loewe=-19.1, Synergy_HSA=-0.0798. (6) Drug 1: C1=NC2=C(N=C(N=C2N1C3C(C(C(O3)CO)O)F)Cl)N. Drug 2: CC1C(C(CC(O1)OC2CC(CC3=C2C(=C4C(=C3O)C(=O)C5=C(C4=O)C(=CC=C5)OC)O)(C(=O)CO)O)N)O.Cl. Cell line: SF-539. Synergy scores: CSS=39.9, Synergy_ZIP=-2.96, Synergy_Bliss=0.467, Synergy_Loewe=-4.97, Synergy_HSA=1.93. (7) Drug 1: CN(C)C1=NC(=NC(=N1)N(C)C)N(C)C. Drug 2: CC=C1C(=O)NC(C(=O)OC2CC(=O)NC(C(=O)NC(CSSCCC=C2)C(=O)N1)C(C)C)C(C)C. Cell line: U251. Synergy scores: CSS=63.1, Synergy_ZIP=-3.00, Synergy_Bliss=-5.81, Synergy_Loewe=-68.4, Synergy_HSA=-7.35.